Dataset: Full USPTO retrosynthesis dataset with 1.9M reactions from patents (1976-2016). Task: Predict the reactants needed to synthesize the given product. (1) Given the product [CH2:2]([O:12][C:7]1[CH:8]=[CH:9][CH:10]=[C:11]2[C:6]=1[N:5]=[C:4]([CH3:13])[CH:3]=[C:2]2[Cl:1])[C:11]1[CH:6]=[CH:7][CH:8]=[CH:9][CH:10]=1, predict the reactants needed to synthesize it. The reactants are: [Cl:1][C:2]1[C:11]2[C:6](=[C:7]([OH:12])[CH:8]=[CH:9][CH:10]=2)[N:5]=[C:4]([CH3:13])[CH:3]=1.C(=O)([O-])[O-].[K+].[K+]. (2) Given the product [C:40]([CH2:39][CH2:38][NH:37][C:23](=[O:24])[CH:22]([N:8]1[CH2:9][CH2:10][CH2:11][C:12]2[CH:17]=[C:16]([O:18][CH3:19])[C:15]([O:20][CH3:21])=[CH:14][C:13]=2[CH:7]1[CH2:6][C:5]1[CH:32]=[CH:33][C:34]([O:35][CH3:36])=[C:3]([O:2][CH3:1])[CH:4]=1)[C:26]1[CH:31]=[CH:30][CH:29]=[CH:28][CH:27]=1)#[N:41], predict the reactants needed to synthesize it. The reactants are: [CH3:1][O:2][C:3]1[CH:4]=[C:5]([CH:32]=[CH:33][C:34]=1[O:35][CH3:36])[CH2:6][CH:7]1[C:13]2[CH:14]=[C:15]([O:20][CH3:21])[C:16]([O:18][CH3:19])=[CH:17][C:12]=2[CH2:11][CH2:10][CH2:9][N:8]1[CH:22]([C:26]1[CH:31]=[CH:30][CH:29]=[CH:28][CH:27]=1)[C:23](O)=[O:24].[NH2:37][CH2:38][CH2:39][C:40]#[N:41]. (3) Given the product [C:25]([C:24]1[CH:23]=[CH:22][C:21]([C:12]2([CH:9]3[CH2:10][CH2:11][N:6]([CH:4]([CH3:5])[CH2:3][CH2:2][NH:1][C:32](=[O:33])[C:31]4[C:35]([CH3:39])=[CH:36][CH:37]=[CH:38][C:30]=4[CH3:29])[CH2:7][CH2:8]3)[O:16][C:15]3[CH:17]=[CH:18][CH:19]=[CH:20][C:14]=3[O:13]2)=[CH:28][CH:27]=1)#[N:26], predict the reactants needed to synthesize it. The reactants are: [NH2:1][CH2:2][CH2:3][CH:4]([N:6]1[CH2:11][CH2:10][CH:9]([C:12]2([C:21]3[CH:28]=[CH:27][C:24]([C:25]#[N:26])=[CH:23][CH:22]=3)[O:16][C:15]3[CH:17]=[CH:18][CH:19]=[CH:20][C:14]=3[O:13]2)[CH2:8][CH2:7]1)[CH3:5].[CH3:29][C:30]1[CH:38]=[CH:37][CH:36]=[C:35]([CH3:39])[C:31]=1[C:32](O)=[O:33]. (4) Given the product [F:21][C:17]1[CH:16]=[C:15]2[C:20]([C:11]([N:10]3[C:4]4[C:5](=[N:6][CH:7]=[C:2]([B:35]([OH:39])[OH:36])[CH:3]=4)[C:8]([CH3:33])([CH3:34])[CH2:9]3)=[C:12]([CH3:32])[C:13]([C:22]3[CH:27]=[CH:26][CH:25]=[CH:24][C:23]=3[S:28]([CH3:31])(=[O:29])=[O:30])=[N:14]2)=[CH:19][CH:18]=1, predict the reactants needed to synthesize it. The reactants are: Br[C:2]1[CH:3]=[C:4]2[N:10]([C:11]3[C:20]4[C:15](=[CH:16][C:17]([F:21])=[CH:18][CH:19]=4)[N:14]=[C:13]([C:22]4[CH:27]=[CH:26][CH:25]=[CH:24][C:23]=4[S:28]([CH3:31])(=[O:30])=[O:29])[C:12]=3[CH3:32])[CH2:9][C:8]([CH3:34])([CH3:33])[C:5]2=[N:6][CH:7]=1.[B:35]1(B2OC(C)(C)C(C)(C)O2)[O:39]C(C)(C)C(C)(C)[O:36]1.C([O-])(=O)C.[K+]. (5) Given the product [NH2:1][C@H:2]1[CH2:6][O:5][CH2:4][C@@H:3]1[OH:7].[OH:7][C@H:3]1[CH2:4][O:5][CH2:6][C@@H:2]1[NH:1][C:20](=[O:21])[O:19][C:16]([CH3:18])([CH3:17])[CH3:15], predict the reactants needed to synthesize it. The reactants are: [NH2:1][C@H:2]1[CH2:6][O:5][CH2:4][C@@H:3]1[OH:7].C(N(CC)CC)C.[CH3:15][C:16]([O:19][C:20](O[C:20]([O:19][C:16]([CH3:18])([CH3:17])[CH3:15])=[O:21])=[O:21])([CH3:18])[CH3:17].